This data is from Full USPTO retrosynthesis dataset with 1.9M reactions from patents (1976-2016). The task is: Predict the reactants needed to synthesize the given product. The reactants are: [Cl:1][CH2:2][CH2:3][N:4]([CH2:25][CH2:26][Cl:27])[CH2:5][CH2:6][CH2:7][CH2:8][O:9][C:10]1[C:23]2[NH:22][C:21]3[C:16](=[CH:17][CH:18]=[CH:19][CH:20]=3)[C:15](=O)[C:14]=2[CH:13]=[CH:12][CH:11]=1.Cl.Cl.[NH2:30][C:31]1[CH:32]=[C:33]([CH:36]=[C:37]([NH2:39])[CH:38]=1)[CH2:34][OH:35].CN1CCOCC1. Given the product [NH2:30][C:31]1[CH:32]=[C:33]([CH2:34][OH:35])[CH:36]=[C:37]([NH:39][C:15]2[C:16]3[C:21]([N:22]=[C:23]4[C:14]=2[CH:13]=[CH:12][CH:11]=[C:10]4[O:9][CH2:8][CH2:7][CH2:6][CH2:5][N:4]([CH2:25][CH2:26][Cl:27])[CH2:3][CH2:2][Cl:1])=[CH:20][CH:19]=[CH:18][CH:17]=3)[CH:38]=1, predict the reactants needed to synthesize it.